This data is from Catalyst prediction with 721,799 reactions and 888 catalyst types from USPTO. The task is: Predict which catalyst facilitates the given reaction. (1) Reactant: [Br:1][C:2]1[CH:3]=[C:4]2[C:9](=[CH:10][CH:11]=1)[N:8]=[CH:7][C:6]([C:12]1[CH:13]=[N:14][N:15]([CH2:17][CH2:18][OH:19])[CH:16]=1)=[C:5]2Cl.[CH3:21][O-:22].[Na+]. Product: [Br:1][C:2]1[CH:3]=[C:4]2[C:9](=[CH:10][CH:11]=1)[N:8]=[CH:7][C:6]([C:12]1[CH:13]=[N:14][N:15]([CH2:17][CH2:18][OH:19])[CH:16]=1)=[C:5]2[O:22][CH3:21]. The catalyst class is: 5. (2) Reactant: [F:1][C:2]1[CH:7]=[CH:6][C:5]([C:8]2[O:9][C:10]3[CH:20]=[CH:19][C:18]([C:21]4[CH:22]=[C:23]([CH:27]=[CH:28][C:29]=4[CH3:30])[C:24](O)=[O:25])=[CH:17][C:11]=3[C:12]=2[C:13](=[O:16])[NH:14][CH3:15])=[CH:4][CH:3]=1.[CH3:31][C:32]1[O:36][C:35]([C:37]2([NH2:40])[CH2:39][CH2:38]2)=[N:34][CH:33]=1.CCN=C=NCCCN(C)C.Cl.C1C=CC2N(O)N=NC=2C=1. Product: [F:1][C:2]1[CH:3]=[CH:4][C:5]([C:8]2[O:9][C:10]3[CH:20]=[CH:19][C:18]([C:21]4[CH:22]=[C:23]([C:24](=[O:25])[NH:40][C:37]5([C:35]6[O:36][C:32]([CH3:31])=[CH:33][N:34]=6)[CH2:39][CH2:38]5)[CH:27]=[CH:28][C:29]=4[CH3:30])=[CH:17][C:11]=3[C:12]=2[C:13]([NH:14][CH3:15])=[O:16])=[CH:6][CH:7]=1. The catalyst class is: 46. (3) Reactant: Cl[C:2]1[C:7]([N+:8]([O-:10])=[O:9])=[CH:6][C:5]([C:11]([F:14])([F:13])[F:12])=[CH:4][N:3]=1.[CH3:15][S:16][C:17]1[S:18][C:19]2[CH:25]=[C:24]([CH2:26][NH2:27])[CH:23]=[CH:22][C:20]=2[N:21]=1.C(N(CC)CC)C. The catalyst class is: 31. Product: [CH3:15][S:16][C:17]1[S:18][C:19]2[CH:25]=[C:24]([CH2:26][NH:27][C:2]3[C:7]([N+:8]([O-:10])=[O:9])=[CH:6][C:5]([C:11]([F:14])([F:13])[F:12])=[CH:4][N:3]=3)[CH:23]=[CH:22][C:20]=2[N:21]=1. (4) Reactant: [Si]([O:8][C@H:9]1[CH2:13][C@@H:12]([C:14](=[O:33])[NH:15][CH2:16][C:17]2[CH:22]=[CH:21][N:20]=[C:19]([C:23]3[CH:24]=[N:25][C:26]([C:29]([F:32])([F:31])[F:30])=[N:27][CH:28]=3)[CH:18]=2)[N:11]([C:34]([O:36][C:37]([CH3:40])([CH3:39])[CH3:38])=[O:35])[C@H:10]1[CH3:41])(C(C)(C)C)(C)C.CCCC[N+](CCCC)(CCCC)CCCC.[F-]. Product: [OH:8][C@H:9]1[CH2:13][C@@H:12]([C:14](=[O:33])[NH:15][CH2:16][C:17]2[CH:22]=[CH:21][N:20]=[C:19]([C:23]3[CH:24]=[N:25][C:26]([C:29]([F:30])([F:31])[F:32])=[N:27][CH:28]=3)[CH:18]=2)[N:11]([C:34]([O:36][C:37]([CH3:40])([CH3:39])[CH3:38])=[O:35])[C@H:10]1[CH3:41]. The catalyst class is: 1. (5) Reactant: [F:1][C:2]1[CH:3]=[C:4]([C:18]2[C:19]([OH:25])=[CH:20][CH:21]=[C:22]([F:24])[CH:23]=2)[CH:5]=[CH:6][C:7]=1[S:8]([C:11]1[CH:16]=[CH:15][CH:14]=[CH:13][C:12]=1[F:17])(=[O:10])=[O:9].CC1C=CC(S([O:36][C@H:37]([CH3:42])[C:38]([O:40][CH3:41])=[O:39])(=O)=O)=CC=1.C(=O)([O-])[O-].[K+].[K+]. Product: [CH3:7][CH2:2][CH2:3][CH:4]([CH3:18])[CH3:5].[C:37]([O:25][CH2:19][CH3:20])(=[O:36])[CH3:38].[F:1][C:2]1[CH:3]=[C:4]([C:18]2[CH:23]=[C:22]([F:24])[CH:21]=[CH:20][C:19]=2[O:25][C@@H:37]([CH3:42])[C:38]([O:40][CH3:41])=[O:39])[CH:5]=[CH:6][C:7]=1[S:8]([C:11]1[CH:16]=[CH:15][CH:14]=[CH:13][C:12]=1[F:17])(=[O:10])=[O:9]. The catalyst class is: 47. (6) Reactant: C(=O)([O-])[O-].[K+].[K+].Cl.[F:8][C:9]1[CH:10]=[C:11]([CH:26]=[C:27]([C:29]2[CH:34]=[CH:33][N:32]=[CH:31][CH:30]=2)[CH:28]=1)/[CH:12]=[CH:13]/[C:14]1[CH:19]=[CH:18][C:17]([N:20]2[CH2:25][CH2:24][NH:23][CH2:22][CH2:21]2)=[CH:16][CH:15]=1.Br[CH2:36][CH:37]1[CH2:39][CH2:38]1. Product: [CH:37]1([CH2:36][N:23]2[CH2:22][CH2:21][N:20]([C:17]3[CH:18]=[CH:19][C:14](/[CH:13]=[CH:12]/[C:11]4[CH:26]=[C:27]([C:29]5[CH:30]=[CH:31][N:32]=[CH:33][CH:34]=5)[CH:28]=[C:9]([F:8])[CH:10]=4)=[CH:15][CH:16]=3)[CH2:25][CH2:24]2)[CH2:39][CH2:38]1. The catalyst class is: 9.